This data is from Forward reaction prediction with 1.9M reactions from USPTO patents (1976-2016). The task is: Predict the product of the given reaction. (1) Given the reactants [CH2:1]([O:8][C:9]1[CH:10]=[C:11]([CH:16]=[C:17]([NH:19][C:20]([O:22][C:23]([CH3:26])([CH3:25])[CH3:24])=[O:21])[CH:18]=1)[C:12]([O:14][CH3:15])=[O:13])[C:2]1[CH:7]=[CH:6][CH:5]=[CH:4][CH:3]=1.[C:27](O[K])([CH3:30])([CH3:29])[CH3:28].BrCC1CC1.O, predict the reaction product. The product is: [CH2:1]([O:8][C:9]1[CH:10]=[C:11]([CH:16]=[C:17]([N:19]([C:20]([O:22][C:23]([CH3:26])([CH3:25])[CH3:24])=[O:21])[CH2:28][CH:27]2[CH2:30][CH2:29]2)[CH:18]=1)[C:12]([O:14][CH3:15])=[O:13])[C:2]1[CH:7]=[CH:6][CH:5]=[CH:4][CH:3]=1. (2) The product is: [CH:27]([O:26][C:21]1[CH:20]=[CH:19][C:18]([C:16]2[O:15][N:14]=[C:13]([C:8]3[C:9]4[CH2:10][CH2:11][CH2:12][C@@H:3]([NH:2][CH2:35][CH2:34][S:31]([CH3:30])(=[O:33])=[O:32])[C:4]=4[CH:5]=[CH:6][CH:7]=3)[N:17]=2)=[CH:25][C:22]=1[C:23]#[N:24])([CH3:29])[CH3:28]. Given the reactants Cl.[NH2:2][C@@H:3]1[CH2:12][CH2:11][CH2:10][C:9]2[C:8]([C:13]3[N:17]=[C:16]([C:18]4[CH:19]=[CH:20][C:21]([O:26][CH:27]([CH3:29])[CH3:28])=[C:22]([CH:25]=4)[C:23]#[N:24])[O:15][N:14]=3)=[CH:7][CH:6]=[CH:5][C:4]1=2.[CH3:30][S:31]([CH:34]=[CH2:35])(=[O:33])=[O:32], predict the reaction product. (3) Given the reactants [CH3:1][O:2][C:3]1[CH:4]=[C:5]2[C:10](=[CH:11][C:12]=1[O:13][CH3:14])[N:9]=[CH:8][CH:7]=[C:6]2[O:15][C:16]1[CH:21]=[CH:20][C:19]([NH2:22])=[CH:18][CH:17]=1.[N+:23]([C:26]1[CH:33]=[CH:32][CH:31]=[CH:30][C:27]=1[CH:28]=O)([O-:25])=[O:24].C(O)(=O)C.C(O[BH-](OC(=O)C)OC(=O)C)(=O)C.[Na+], predict the reaction product. The product is: [CH3:1][O:2][C:3]1[CH:4]=[C:5]2[C:10](=[CH:11][C:12]=1[O:13][CH3:14])[N:9]=[CH:8][CH:7]=[C:6]2[O:15][C:16]1[CH:17]=[CH:18][C:19](=[N:22][CH2:28][C:27]2[CH:30]=[CH:31][CH:32]=[CH:33][C:26]=2[N+:23]([O-:25])=[O:24])[CH2:20][CH:21]=1. (4) Given the reactants [Cl:1][C:2]1[N:10]=[CH:9][C:8]([F:11])=[CH:7][C:3]=1[C:4]([NH2:6])=O.C(N(CC)CC)C.FC(F)(F)C(OC(=O)C(F)(F)F)=O, predict the reaction product. The product is: [Cl:1][C:2]1[C:3]([C:4]#[N:6])=[CH:7][C:8]([F:11])=[CH:9][N:10]=1. (5) Given the reactants [Cl:1][C:2]1[CH:7]=[CH:6][C:5]([C:8]([F:11])([F:10])[F:9])=[CH:4][C:3]=1[N:12]([S:24]([C:27]1[CH:32]=[CH:31][C:30](C)=[CH:29][CH:28]=1)(=[O:26])=[O:25])[CH2:13][C:14]([NH:16][CH2:17][C:18]1C=[CH:22][N:21]=[CH:20][CH:19]=1)=[O:15].C1(S(Cl)(=O)=O)C=CC=CC=1.CC1C=CC(S(Cl)(=O)=O)=CC=1.[N:55]1C=CC(NC)=NC=1.NCC1C=CN=CC=1, predict the reaction product. The product is: [Cl:1][C:2]1[CH:7]=[CH:6][C:5]([C:8]([F:10])([F:9])[F:11])=[CH:4][C:3]=1[N:12]([CH2:13][C:14]([NH:16][CH2:17][C:18]1[CH:19]=[CH:20][N:21]=[CH:22][N:55]=1)=[O:15])[S:24]([C:27]1[CH:28]=[CH:29][CH:30]=[CH:31][CH:32]=1)(=[O:25])=[O:26]. (6) Given the reactants [C:1](Cl)(=[O:3])[CH3:2].[NH2:5][C:6]1[C:7]([F:20])=[CH:8][C:9]([CH3:19])=[C:10]([C:12](=[O:18])[C:13]([O:15][CH2:16][CH3:17])=[O:14])[CH:11]=1.CCN(CC)CC, predict the reaction product. The product is: [C:1]([NH:5][C:6]1[C:7]([F:20])=[CH:8][C:9]([CH3:19])=[C:10]([C:12](=[O:18])[C:13]([O:15][CH2:16][CH3:17])=[O:14])[CH:11]=1)(=[O:3])[CH3:2].